This data is from Reaction yield outcomes from USPTO patents with 853,638 reactions. The task is: Predict the reaction yield, written as a fraction of the theoretical maximum amount of product (1.0 means a 100% yield; for example, 0.34 means a 34% yield). (1) The reactants are [Cl:1][C:2]1[CH:7]=[CH:6][C:5]([Cl:8])=[CH:4][C:3]=1[C:9]#[C:10][CH2:11][CH2:12][CH2:13]O.C1(P(C2C=CC=CC=2)C2C=CC=CC=2)C=CC=CC=1.N1C=CN=C1.[I:39]I. The catalyst is C(#N)C. The product is [Cl:1][C:2]1[CH:7]=[CH:6][C:5]([Cl:8])=[CH:4][C:3]=1[C:9]#[C:10][CH2:11][CH2:12][CH2:13][I:39]. The yield is 0.720. (2) The reactants are N#N.[H-].[Na+].[F:5][C:6]1[CH:11]=[CH:10][C:9]([CH:12](N(C)C)[C:13]#N)=[CH:8][CH:7]=1.[F:18][C:19]([F:29])([F:28])[C:20]1[CH:27]=[CH:26][C:23](CCl)=[CH:22][CH:21]=1.S(=O)(=O)(O)[OH:31]. The product is [F:5][C:6]1[CH:11]=[CH:10][C:9]([C:12](=[O:31])[CH2:13][C:23]2[CH:26]=[CH:27][C:20]([C:19]([F:29])([F:28])[F:18])=[CH:21][CH:22]=2)=[CH:8][CH:7]=1. The catalyst is O.CN(C)C=O. The yield is 0.894. (3) The reactants are ClC(Cl)(Cl)C(=N)O[C@H:5]1[O:22][C@H:21]([CH2:23][O:24][C:25](=[O:27])[CH3:26])[C@@H:16]([O:17][C:18](=[O:20])[CH3:19])[C@H:11]([O:12][C:13](=[O:15])[CH3:14])[C@@H:6]1[O:7][C:8](=[O:10])[CH3:9].[Br:31][C:32]1[CH:33]=[CH:34][C:35]([Cl:39])=[C:36]([OH:38])[CH:37]=1.[Si](OS(C(F)(F)F)(=O)=O)(C)(C)C.C(O[C@H]1[C@@H](OC(=O)C)[C@H](OC(=O)C)[C@@H](COC(=O)C)O[C@@H]1OC1C=CC(Br)=CC=1Cl)(=O)C. The catalyst is C1(C)C=CC=CC=1. The product is [C:8]([O:7][C@H:6]1[C@@H:11]([O:12][C:13](=[O:15])[CH3:14])[C@H:16]([O:17][C:18](=[O:20])[CH3:19])[C@@H:21]([CH2:23][O:24][C:25](=[O:27])[CH3:26])[O:22][C@@H:5]1[O:38][C:36]1[CH:37]=[C:32]([Br:31])[CH:33]=[CH:34][C:35]=1[Cl:39])(=[O:10])[CH3:9]. The yield is 0.670.